This data is from Full USPTO retrosynthesis dataset with 1.9M reactions from patents (1976-2016). The task is: Predict the reactants needed to synthesize the given product. (1) Given the product [F:1][C:2]1[C:10]2[O:9][C:8]([NH:11][C:12]3[CH:17]=[CH:16][CH:15]=[CH:14][C:13]=3[CH3:18])=[N:7][C:6]=2[CH:5]=[CH:4][C:3]=1[CH2:19][C:20]([N:27]1[CH2:28][C@@H:24]([F:23])[CH2:25][C@H:26]1[CH2:29][O:30][C:31]1[CH:40]=[CH:39][C:34]([C:35]([OH:37])=[O:36])=[CH:33][CH:32]=1)=[O:22], predict the reactants needed to synthesize it. The reactants are: [F:1][C:2]1[C:10]2[O:9][C:8]([NH:11][C:12]3[CH:17]=[CH:16][CH:15]=[CH:14][C:13]=3[CH3:18])=[N:7][C:6]=2[CH:5]=[CH:4][C:3]=1[CH2:19][C:20]([OH:22])=O.[F:23][C@@H:24]1[CH2:28][NH:27][C@H:26]([CH2:29][O:30][C:31]2[CH:40]=[CH:39][C:34]([C:35]([O:37]C)=[O:36])=[CH:33][CH:32]=2)[CH2:25]1.CCN=C=NCCCN(C)C.Cl.C1C=CC2N(O)N=NC=2C=1.C(N(CC)CC)C. (2) Given the product [O:27]1[CH2:26][CH2:25][CH:24]([N:22]2[CH:23]=[C:19]3[C:20]([C:30](=[O:32])[NH:1][CH2:2][CH2:3][CH2:4][CH2:5][CH2:6][CH2:7][N:8]4[CH:12]=[C:11]([C:13]5[CH:14]=[C:15]([C:16](=[O:17])[NH:18]3)[CH:33]=[CH:34][CH:35]=5)[CH:10]=[N:9]4)=[N:21]2)[CH2:29][CH2:28]1, predict the reactants needed to synthesize it. The reactants are: [NH2:1][CH2:2][CH2:3][CH2:4][CH2:5][CH2:6][CH2:7][N:8]1[CH:12]=[C:11]([C:13]2[CH:14]=[C:15]([CH:33]=[CH:34][CH:35]=2)[C:16]([NH:18][C:19]2[C:20]([C:30]([O-:32])=O)=[N:21][N:22]([CH:24]3[CH2:29][CH2:28][O:27][CH2:26][CH2:25]3)[CH:23]=2)=[O:17])[CH:10]=[N:9]1.[Li+].C(N(C(C)C)C(C)C)C.F[P-](F)(F)(F)(F)F.N1(O[P+](N(C)C)(N(C)C)N(C)C)C2C=CC=CC=2N=N1. (3) Given the product [CH2:4]([O:6][C:7]([C:8]1[C:18]2=[C:19]3[C:14](=[CH:15][CH:16]=[CH:17]2)[CH2:13][CH2:12][CH2:11][N:10]3[CH:9]=1)=[O:21])[CH3:5], predict the reactants needed to synthesize it. The reactants are: [Cl-].[Mg+2].[Cl-].[CH2:4]([O:6][C:7](=[O:21])[C:8](=O)[CH2:9][N:10]1[C:19]2[C:14](=[CH:15][CH:16]=[CH:17][CH:18]=2)[CH2:13][CH2:12][CH2:11]1)[CH3:5]. (4) Given the product [CH2:18]([C:7]1[C:6]([CH2:5][CH:4]=[O:3])=[C:10]([CH3:11])[N:9]([C:12]2[CH:17]=[CH:16][CH:15]=[CH:14][N:13]=2)[N:8]=1)[CH:19]([CH3:21])[CH3:20], predict the reactants needed to synthesize it. The reactants are: C([O:3][C:4](=O)[CH2:5][C:6]1[C:7]([CH2:18][CH:19]([CH3:21])[CH3:20])=[N:8][N:9]([C:12]2[CH:17]=[CH:16][CH:15]=[CH:14][N:13]=2)[C:10]=1[CH3:11])C.[H-].C([Al+]CC(C)C)C(C)C. (5) Given the product [Cl:1][C:2]1[CH:7]=[C:6]([Cl:8])[CH:5]=[CH:4][C:3]=1[N:9]1[C:13]([C:14]2[CH:19]=[CH:18][C:17]([O:20][S:21]([CH2:24][CH2:25][C:26]([F:27])([F:28])[F:29])(=[O:22])=[O:23])=[CH:16][CH:15]=2)=[C:12]([CH2:30][OH:31])[C:11]([C:32](=[O:33])[NH:36][CH:37]2[CH2:42][CH2:41][CH2:40][CH2:39][CH:38]2[OH:43])=[N:10]1, predict the reactants needed to synthesize it. The reactants are: [Cl:1][C:2]1[CH:7]=[C:6]([Cl:8])[CH:5]=[CH:4][C:3]=1[N:9]1[C:13]([C:14]2[CH:19]=[CH:18][C:17]([O:20][S:21]([CH2:24][CH2:25][C:26]([F:29])([F:28])[F:27])(=[O:23])=[O:22])=[CH:16][CH:15]=2)=[C:12]([CH2:30][OH:31])[C:11]([C:32](O)=[O:33])=[N:10]1.Cl.[NH2:36][C@H:37]1[CH2:42][CH2:41][CH2:40][CH2:39][C@H:38]1[OH:43].C(N(CC)CC)C.F[P-](F)(F)(F)(F)F.N1(O[P+](N(C)C)(N(C)C)N(C)C)C2C=CC=CC=2N=N1. (6) Given the product [CH2:15]([O:10][CH:8]([C:6]1[CH:7]=[C:2]([Cl:1])[C:3]([S:11][CH3:12])=[N:4][CH:5]=1)[CH3:9])[C:16]1[CH:21]=[CH:20][CH:19]=[CH:18][CH:17]=1, predict the reactants needed to synthesize it. The reactants are: [Cl:1][C:2]1[C:3]([S:11][CH3:12])=[N:4][CH:5]=[C:6]([CH:8]([OH:10])[CH3:9])[CH:7]=1.[H-].[Na+].[CH2:15](Br)[C:16]1[CH:21]=[CH:20][CH:19]=[CH:18][CH:17]=1. (7) Given the product [C:1]([O:5][CH2:6][C:7]1[CH:17]=[C:12]([CH:11]([F:20])[F:10])[N:13]=[N:14][C:15]=1[O:18][CH3:19])([CH3:2])([CH3:3])[CH3:4], predict the reactants needed to synthesize it. The reactants are: [C:1]([O:5][CH2:6][C:7](O)=O)([CH3:4])([CH3:3])[CH3:2].[F:10][CH:11]([F:20])[C:12]1[N:13]=[N:14][C:15]([O:18][CH3:19])=C[CH:17]=1. (8) Given the product [C:12]1([C:13](=[O:17])[C:14]([O:20][CH3:19])=[O:15])[C:7]2=[C:8]3[C:3](=[CH:4][CH:5]=[CH:6]2)[CH2:2][CH2:1][CH2:10][N:9]3[CH:11]=1, predict the reactants needed to synthesize it. The reactants are: [CH2:1]1[CH2:10][N:9]2[CH:11]=[CH:12][C:7]3=[C:8]2[C:3](=[CH:4][CH:5]=[CH:6]3)[CH2:2]1.[C:13](Cl)(=[O:17])[C:14](Cl)=[O:15].[CH3:19][OH:20]. (9) Given the product [Cl:1][C:2]1[C:7]([C:22]#[C:21][CH2:20][CH2:19][CH2:18][N:23]2[C:24](=[O:33])[C:25]3[C:26](=[CH:29][CH:30]=[CH:31][CH:32]=3)[C:27]2=[O:28])=[CH:6][N:5]=[C:4]([NH:9][C:10]2[CH:17]=[CH:16][C:13]([C:14]#[N:15])=[CH:12][CH:11]=2)[N:3]=1, predict the reactants needed to synthesize it. The reactants are: [Cl:1][C:2]1[C:7](I)=[CH:6][N:5]=[C:4]([NH:9][C:10]2[CH:17]=[CH:16][C:13]([C:14]#[N:15])=[CH:12][CH:11]=2)[N:3]=1.[CH2:18]([N:23]1[C:27](=[O:28])[C:26]2=[CH:29][CH:30]=[CH:31][CH:32]=[C:25]2[C:24]1=[O:33])[CH2:19][CH2:20][C:21]#[CH:22].C(OCC)(=O)C.O. (10) Given the product [Cl:1][C:2]1[C:10]2[C:5](=[CH:6][CH:7]=[C:8]([O:11][CH3:12])[CH:9]=2)[N:4]([C:13]2[CH:14]=[CH:15][C:16]([CH2:17][NH:18][C:35]([C:32]3([NH:31][C:29](=[O:30])[C:28]([F:27])([F:38])[F:39])[CH2:33][CH2:34]3)=[O:36])=[CH:19][CH:20]=2)[C:3]=1[C:21]1[N:25]=[C:24]([CH3:26])[O:23][N:22]=1, predict the reactants needed to synthesize it. The reactants are: [Cl:1][C:2]1[C:10]2[C:5](=[CH:6][CH:7]=[C:8]([O:11][CH3:12])[CH:9]=2)[N:4]([C:13]2[CH:20]=[CH:19][C:16]([CH2:17][NH2:18])=[CH:15][CH:14]=2)[C:3]=1[C:21]1[N:25]=[C:24]([CH3:26])[O:23][N:22]=1.[F:27][C:28]([F:39])([F:38])[C:29]([NH:31][C:32]1([C:35](O)=[O:36])[CH2:34][CH2:33]1)=[O:30].C(Cl)CCl.